This data is from Reaction yield outcomes from USPTO patents with 853,638 reactions. The task is: Predict the reaction yield, written as a fraction of the theoretical maximum amount of product (1.0 means a 100% yield; for example, 0.34 means a 34% yield). (1) The reactants are C([O:3][C:4]([C:6]1[N:7]=[N:8][C:9]([Cl:21])=[CH:10][C:11]=1[NH:12][C:13]1[CH:18]=[CH:17][CH:16]=[C:15]([CH2:19][CH3:20])[N:14]=1)=O)C.[NH3:22]. The catalyst is CO. The product is [Cl:21][C:9]1[N:8]=[N:7][C:6]([C:4]([NH2:22])=[O:3])=[C:11]([NH:12][C:13]2[CH:18]=[CH:17][CH:16]=[C:15]([CH2:19][CH3:20])[N:14]=2)[CH:10]=1. The yield is 1.00. (2) The reactants are [H-].[Na+].[NH2:3][C:4]1[N:9]=[CH:8][N:7]=[C:6]([NH:10][C:11]2[CH:12]=[C:13]3[C:17](=[CH:18][CH:19]=2)[NH:16][CH:15]=[CH:14]3)[CH:5]=1.[CH2:20]([NH:22][C:23](=[O:31])OC1C=CC=CC=1)[CH3:21]. The catalyst is CN(C)C=O. The product is [CH2:20]([NH:22][C:23]([N:16]1[C:17]2[C:13](=[CH:12][C:11]([NH:10][C:6]3[CH:5]=[C:4]([NH:3][C:23]([NH:22][CH2:20][CH3:21])=[O:31])[N:9]=[CH:8][N:7]=3)=[CH:19][CH:18]=2)[CH:14]=[CH:15]1)=[O:31])[CH3:21]. The yield is 0.0280.